Dataset: Reaction yield outcomes from USPTO patents with 853,638 reactions. Task: Predict the reaction yield, written as a fraction of the theoretical maximum amount of product (1.0 means a 100% yield; for example, 0.34 means a 34% yield). The reactants are C1N=CN(C(N2C=NC=C2)=[O:7])C=1.Cl.[NH2:14][C@H:15]1[C:23]2[C:18](=[C:19]([C:24]3[S:25][C:26]([C:29]4[CH:30]=[CH:31][C:32]([O:37][CH:38]([CH3:40])[CH3:39])=[C:33]([CH:36]=4)[C:34]#[N:35])=CN=3)[CH:20]=[CH:21][CH:22]=2)[CH2:17][CH2:16]1.C[CH2:42][N:43]([CH2:46][CH3:47])[CH2:44][CH3:45].[NH:48]1[CH2:52]CCC1. The catalyst is C(Cl)Cl. The product is [C:34]([C:33]1[CH:36]=[C:29]([C:26]2[S:25][C:24]([C:19]3[CH:20]=[CH:21][CH:22]=[C:23]4[C:18]=3[CH2:17][CH2:16][C@H:15]4[NH:14][C:42]([N:43]3[CH2:46][CH2:47][CH2:45][CH2:44]3)=[O:7])=[CH:52][N:48]=2)[CH:30]=[CH:31][C:32]=1[O:37][CH:38]([CH3:39])[CH3:40])#[N:35]. The yield is 0.780.